Task: Regression. Given a peptide amino acid sequence and an MHC pseudo amino acid sequence, predict their binding affinity value. This is MHC class I binding data.. Dataset: Peptide-MHC class I binding affinity with 185,985 pairs from IEDB/IMGT (1) The peptide sequence is RMKMRRPHL. The MHC is HLA-B08:02 with pseudo-sequence HLA-B08:02. The binding affinity (normalized) is 0.282. (2) The binding affinity (normalized) is 0.0927. The MHC is H-2-Kb with pseudo-sequence H-2-Kb. The peptide sequence is LRLKPCYPYI. (3) The peptide sequence is LTALGNYI. The MHC is Mamu-A02 with pseudo-sequence Mamu-A02. The binding affinity (normalized) is 0.537. (4) The peptide sequence is MLVAHYAII. The MHC is HLA-A02:03 with pseudo-sequence HLA-A02:03. The binding affinity (normalized) is 0.976. (5) The peptide sequence is TLNAWVKVV. The MHC is HLA-A02:06 with pseudo-sequence HLA-A02:06. The binding affinity (normalized) is 0.299.